This data is from Catalyst prediction with 721,799 reactions and 888 catalyst types from USPTO. The task is: Predict which catalyst facilitates the given reaction. (1) Reactant: Br[C:2]1[C:3]([C:23]([N:25]2[CH2:30][CH2:29][O:28][CH2:27][CH2:26]2)=[O:24])=[CH:4][C:5]2[O:9][C:8]([C:16]3[CH:21]=[CH:20][CH:19]=[CH:18][CH:17]=3)([C:10]3[CH:15]=[CH:14][CH:13]=[CH:12][CH:11]=3)[O:7][C:6]=2[CH:22]=1.[Cu](C#N)[C:32]#[N:33]. Product: [N:25]1([C:23]([C:3]2[C:2]([C:32]#[N:33])=[CH:22][C:6]3[O:7][C:8]([C:16]4[CH:17]=[CH:18][CH:19]=[CH:20][CH:21]=4)([C:10]4[CH:15]=[CH:14][CH:13]=[CH:12][CH:11]=4)[O:9][C:5]=3[CH:4]=2)=[O:24])[CH2:26][CH2:27][O:28][CH2:29][CH2:30]1. The catalyst class is: 60. (2) Reactant: [C:1]([O:9][CH2:10][C@@H:11]1[C@@H:15]([O:16][C:17](=[O:24])[C:18]2[CH:23]=[CH:22][CH:21]=[CH:20][CH:19]=2)[C@:14]([F:26])([CH3:25])[C:13](=[O:27])[O:12]1)(=[O:8])[C:2]1[CH:7]=[CH:6][CH:5]=[CH:4][CH:3]=1.C(O[AlH-](OC(C)(C)C)OC(C)(C)C)(C)(C)C.[Li+].CCOC(C)=O. Product: [C:1]([O:9][CH2:10][C@@H:11]1[C@@H:15]([O:16][C:17](=[O:24])[C:18]2[CH:19]=[CH:20][CH:21]=[CH:22][CH:23]=2)[C@:14]([F:26])([CH3:25])[C@H:13]([OH:27])[O:12]1)(=[O:8])[C:2]1[CH:7]=[CH:6][CH:5]=[CH:4][CH:3]=1. The catalyst class is: 1. (3) Reactant: Br[C:2]1[N:3]=[CH:4][C:5]([NH:8][C:9]2[CH:13]=[C:12]([C:14]3[C:31]([O:32][CH3:33])=[CH:30][CH:29]=[CH:28][C:15]=3[O:16][CH2:17][CH2:18][CH2:19][NH:20][C:21](=[O:27])[O:22][C:23]([CH3:26])([CH3:25])[CH3:24])[NH:11][N:10]=2)=[N:6][CH:7]=1.[CH3:34][N:35](C=O)C. The catalyst class is: 267. Product: [C:34]([C:2]1[N:3]=[CH:4][C:5]([NH:8][C:9]2[CH:13]=[C:12]([C:14]3[C:31]([O:32][CH3:33])=[CH:30][CH:29]=[CH:28][C:15]=3[O:16][CH2:17][CH2:18][CH2:19][NH:20][C:21](=[O:27])[O:22][C:23]([CH3:25])([CH3:24])[CH3:26])[NH:11][N:10]=2)=[N:6][CH:7]=1)#[N:35]. (4) Reactant: [CH2:1]([N:5]([CH3:24])[C:6]([C:8]1[CH:9]=[C:10]([C:21](O)=[O:22])[CH:11]=[C:12]([C:14]2[CH:19]=[CH:18][C:17]([CH3:20])=[CH:16][CH:15]=2)[CH:13]=1)=[O:7])[CH:2]([CH3:4])[CH3:3].Cl.CN(C)CCCN=C=NCC.O.ON1C2C=CC=CC=2N=N1.[F:48][C:49]([F:60])([F:59])[C:50]1[N:55]=[CH:54][C:53]([C@H:56]([NH2:58])[CH3:57])=[CH:52][CH:51]=1.C(N(CC)C(C)C)(C)C. Product: [CH2:1]([N:5]([CH3:24])[C:6]([C:8]1[CH:13]=[C:12]([C:14]2[CH:19]=[CH:18][C:17]([CH3:20])=[CH:16][CH:15]=2)[CH:11]=[C:10]([C:21]([NH:58][C@@H:56]([C:53]2[CH:54]=[N:55][C:50]([C:49]([F:59])([F:48])[F:60])=[CH:51][CH:52]=2)[CH3:57])=[O:22])[CH:9]=1)=[O:7])[CH:2]([CH3:4])[CH3:3]. The catalyst class is: 2. (5) Reactant: [C:1]([O:5][C:6]([N:8]1[CH2:13][CH:12]([OH:14])[CH2:11][CH:10]([C:15]([OH:17])=[O:16])[CH2:9]1)=[O:7])([CH3:4])([CH3:3])[CH3:2].N1C=CN=C1.[C:23]([Si:27](Cl)([CH3:29])[CH3:28])([CH3:26])([CH3:25])[CH3:24].[OH-].[Li+].Cl. Product: [C:1]([O:5][C:6]([N:8]1[CH2:13][CH:12]([O:14][Si:27]([C:23]([CH3:26])([CH3:25])[CH3:24])([CH3:29])[CH3:28])[CH2:11][CH:10]([C:15]([OH:17])=[O:16])[CH2:9]1)=[O:7])([CH3:4])([CH3:2])[CH3:3]. The catalyst class is: 4. (6) Reactant: Br[CH2:2][CH:3]1[N:7]([CH2:8][CH3:9])[N:6]([C:10]2[CH:15]=[CH:14][CH:13]=[CH:12][CH:11]=2)[C:5](=[O:16])[CH:4]1[Cl:17].Cl.[NH:19]1[CH2:24][CH2:23][C:22](O)([OH:25])[CH2:21][CH2:20]1.C(=O)([O-])[O-].[K+].[K+]. Product: [Cl:17][C:4]1[C:5](=[O:16])[N:6]([C:10]2[CH:15]=[CH:14][CH:13]=[CH:12][CH:11]=2)[N:7]([CH2:8][CH3:9])[C:3]=1[CH2:2][N:19]1[CH2:24][CH2:23][C:22](=[O:25])[CH2:21][CH2:20]1. The catalyst class is: 10. (7) Reactant: [CH3:1][S:2]([N:5]([C:10]1[C:15]([Cl:16])=[CH:14][C:13]([C:17]([N:19]2[C:24]3[CH:25]=[CH:26][CH:27]=[CH:28][C:23]=3[O:22][CH2:21][CH2:20]2)=[O:18])=[CH:12][C:11]=1[Cl:29])S(C)(=O)=O)(=[O:4])=[O:3].[F-].C([N+](CCCC)(CCCC)CCCC)CCC.C(O)(=O)CC(CC(O)=O)(C(O)=O)O.O. Product: [Cl:16][C:15]1[CH:14]=[C:13]([C:17]([N:19]2[C:24]3[CH:25]=[CH:26][CH:27]=[CH:28][C:23]=3[O:22][CH2:21][CH2:20]2)=[O:18])[CH:12]=[C:11]([Cl:29])[C:10]=1[NH:5][S:2]([CH3:1])(=[O:4])=[O:3]. The catalyst class is: 7.